Dataset: Reaction yield outcomes from USPTO patents with 853,638 reactions. Task: Predict the reaction yield, written as a fraction of the theoretical maximum amount of product (1.0 means a 100% yield; for example, 0.34 means a 34% yield). The reactants are [CH:1]1[C:7](=O)[NH:6][C:4](=[O:5])[N:3]([C@@H:9]2[O:13][C@H:12]([CH2:14][OH:15])[C@@H:11]([OH:16])[C@@H:10]2[OH:17])[CH:2]=1.[NH:18]1C=[C-]N=N1.[OH-].[NH4+].N1C=NC=N1.C(N(CC)CC)C.O=P(Cl)(Cl)Cl. The catalyst is C(#N)C.CCOC(C)=O. The product is [CH:1]1[C:7]([NH2:18])=[N:6][C:4](=[O:5])[N:3]([C@@H:9]2[O:13][C@H:12]([CH2:14][OH:15])[C@@H:11]([OH:16])[C@@H:10]2[OH:17])[CH:2]=1. The yield is 0.800.